From a dataset of Peptide-MHC class I binding affinity with 185,985 pairs from IEDB/IMGT. Regression. Given a peptide amino acid sequence and an MHC pseudo amino acid sequence, predict their binding affinity value. This is MHC class I binding data. (1) The peptide sequence is GVFKNPCTSH. The MHC is HLA-A33:01 with pseudo-sequence HLA-A33:01. The binding affinity (normalized) is 0. (2) The peptide sequence is QQWNFAGIEA. The MHC is HLA-A26:01 with pseudo-sequence HLA-A26:01. The binding affinity (normalized) is 0.0715. (3) The peptide sequence is RANNNRLPK. The MHC is HLA-B15:17 with pseudo-sequence HLA-B15:17. The binding affinity (normalized) is 0.0847. (4) The peptide sequence is ANRLTTLQR. The MHC is HLA-B08:01 with pseudo-sequence HLA-B08:01. The binding affinity (normalized) is 0.0847. (5) The peptide sequence is YVIPHVHAF. The MHC is Patr-B0101 with pseudo-sequence Patr-B0101. The binding affinity (normalized) is 0.